From a dataset of Merck oncology drug combination screen with 23,052 pairs across 39 cell lines. Regression. Given two drug SMILES strings and cell line genomic features, predict the synergy score measuring deviation from expected non-interaction effect. (1) Drug 1: CCC1=CC2CN(C1)Cc1c([nH]c3ccccc13)C(C(=O)OC)(c1cc3c(cc1OC)N(C)C1C(O)(C(=O)OC)C(OC(C)=O)C4(CC)C=CCN5CCC31C54)C2. Drug 2: CC1(c2nc3c(C(N)=O)cccc3[nH]2)CCCN1. Cell line: MSTO. Synergy scores: synergy=53.1. (2) Drug 1: O=c1[nH]cc(F)c(=O)[nH]1. Drug 2: O=C(NOCC(O)CO)c1ccc(F)c(F)c1Nc1ccc(I)cc1F. Cell line: NCIH23. Synergy scores: synergy=4.26. (3) Drug 1: COc1cccc2c1C(=O)c1c(O)c3c(c(O)c1C2=O)CC(O)(C(=O)CO)CC3OC1CC(N)C(O)C(C)O1. Drug 2: CC1(c2nc3c(C(N)=O)cccc3[nH]2)CCCN1. Cell line: EFM192B. Synergy scores: synergy=14.4. (4) Drug 1: Cn1c(=O)n(-c2ccc(C(C)(C)C#N)cc2)c2c3cc(-c4cnc5ccccc5c4)ccc3ncc21. Drug 2: CNC(=O)c1cc(Oc2ccc(NC(=O)Nc3ccc(Cl)c(C(F)(F)F)c3)cc2)ccn1. Cell line: NCIH460. Synergy scores: synergy=10.2. (5) Drug 1: N.N.O=C(O)C1(C(=O)O)CCC1.[Pt]. Drug 2: Cn1nnc2c(C(N)=O)ncn2c1=O. Cell line: NCIH460. Synergy scores: synergy=-33.2. (6) Drug 1: COc1cccc2c1C(=O)c1c(O)c3c(c(O)c1C2=O)CC(O)(C(=O)CO)CC3OC1CC(N)C(O)C(C)O1. Drug 2: Cn1nnc2c(C(N)=O)ncn2c1=O. Cell line: RPMI7951. Synergy scores: synergy=-1.89.